Predict the reactants needed to synthesize the given product. From a dataset of Full USPTO retrosynthesis dataset with 1.9M reactions from patents (1976-2016). (1) The reactants are: [Cl:1][C:2]1[CH:3]=[CH:4][C:5]([C:25]#[N:26])=[C:6]([C:8]2[C:13]([O:14][CH3:15])=[CH:12][N:11]([CH:16]([CH2:20][CH:21]([F:23])[F:22])[C:17]([OH:19])=O)[C:10](=[O:24])[CH:9]=2)[CH:7]=1.[NH2:27][C:28]1[CH:38]=[CH:37][C:31]([C:32]([O:34][CH2:35][CH3:36])=[O:33])=[CH:30][CH:29]=1.CC(C)N=C=NC(C)C. Given the product [Cl:1][C:2]1[CH:3]=[CH:4][C:5]([C:25]#[N:26])=[C:6]([C:8]2[C:13]([O:14][CH3:15])=[CH:12][N:11]([CH:16]([CH2:20][CH:21]([F:23])[F:22])[C:17]([NH:27][C:28]3[CH:29]=[CH:30][C:31]([C:32]([O:34][CH2:35][CH3:36])=[O:33])=[CH:37][CH:38]=3)=[O:19])[C:10](=[O:24])[CH:9]=2)[CH:7]=1, predict the reactants needed to synthesize it. (2) The reactants are: Cl.C[O:3][C:4]1[CH:9]=[CH:8][C:7]([S:10]([N:13]([CH3:15])[CH3:14])(=[O:12])=[O:11])=[CH:6][C:5]=1[C:16]1[CH:25]=[CH:24][C:23]2[C:18](=[CH:19][CH:20]=[C:21]([O:26]C)[CH:22]=2)[C:17]=1[C:28](=[O:44])[C:29]1[CH:34]=[CH:33][C:32]([O:35][CH2:36][CH2:37][N:38]2[CH2:43][CH2:42][CH2:41][CH2:40][CH2:39]2)=[CH:31][CH:30]=1.B(Br)(Br)Br. Given the product [OH:3][C:4]1[CH:9]=[CH:8][C:7]([S:10]([N:13]([CH3:14])[CH3:15])(=[O:11])=[O:12])=[CH:6][C:5]=1[C:16]1[CH:25]=[CH:24][C:23]2[C:18](=[CH:19][CH:20]=[C:21]([OH:26])[CH:22]=2)[C:17]=1[C:28](=[O:44])[C:29]1[CH:34]=[CH:33][C:32]([O:35][CH2:36][CH2:37][N:38]2[CH2:43][CH2:42][CH2:41][CH2:40][CH2:39]2)=[CH:31][CH:30]=1, predict the reactants needed to synthesize it. (3) Given the product [C:1]([C:5]1[CH:10]=[CH:9][C:8]([NH2:11])=[CH:7][C:6]=1[N:14]1[CH2:15][CH2:16][CH2:17][CH2:18]1)([CH3:4])([CH3:2])[CH3:3], predict the reactants needed to synthesize it. The reactants are: [C:1]([C:5]1[CH:10]=[CH:9][C:8]([N+:11]([O-])=O)=[CH:7][C:6]=1[N:14]1[CH2:18][CH2:17][CH2:16][CH2:15]1)([CH3:4])([CH3:3])[CH3:2]. (4) Given the product [NH:8]1[CH2:11][CH:10]([O:12][C:13]2[C:18]3[CH:19]=[C:20]([CH3:22])[O:21][C:17]=3[CH:16]=[C:15]([C:23]([O:25][CH2:26][CH3:27])=[O:24])[CH:14]=2)[CH2:9]1, predict the reactants needed to synthesize it. The reactants are: C1(C(C2C=CC=CC=2)[N:8]2[CH2:11][CH:10]([O:12][C:13]3[C:18]4[CH:19]=[C:20]([CH3:22])[O:21][C:17]=4[CH:16]=[C:15]([C:23]([O:25][CH2:26][CH3:27])=[O:24])[CH:14]=3)[CH2:9]2)C=CC=CC=1. (5) Given the product [CH3:44][N:9]([CH3:8])[CH2:10][CH2:11][CH2:12][O:13][C:14]1[C:15]([F:43])=[CH:16][C:17]2[N:21]=[C:20]([C:22]3[C:26]([NH:27][C:28]([N:30]4[CH2:35][CH2:34][CH2:33][CH2:32][CH2:31]4)=[O:29])=[CH:25][NH:24][N:23]=3)[NH:19][C:18]=2[CH:42]=1, predict the reactants needed to synthesize it. The reactants are: FC(F)(F)C(O)=O.[CH3:8][N:9]([CH3:44])[CH2:10][CH2:11][CH2:12][O:13][C:14]1[C:15]([F:43])=[CH:16][C:17]2[N:21]=[C:20]([C:22]3[C:26]([NH:27][C:28]([N:30]4[CH2:35][CH2:34][CH2:33][CH2:32][CH2:31]4)=[O:29])=[CH:25][N:24](C4CCCCO4)[N:23]=3)[NH:19][C:18]=2[CH:42]=1. (6) Given the product [C:1]([C:5]1[CH:9]=[C:8]([NH:10][C:11]([NH:13][C:14]2[CH:19]=[CH:18][C:17]([Cl:20])=[CH:16][CH:15]=2)=[O:12])[N:7]([C:21]2[CH:26]=[CH:25][CH:24]=[C:23]([CH:27]([OH:28])[C:30]([F:32])([F:31])[F:29])[CH:22]=2)[N:6]=1)([CH3:4])([CH3:2])[CH3:3], predict the reactants needed to synthesize it. The reactants are: [C:1]([C:5]1[CH:9]=[C:8]([NH:10][C:11]([NH:13][C:14]2[CH:19]=[CH:18][C:17]([Cl:20])=[CH:16][CH:15]=2)=[O:12])[N:7]([C:21]2[CH:26]=[CH:25][CH:24]=[C:23]([CH:27]=[O:28])[CH:22]=2)[N:6]=1)([CH3:4])([CH3:3])[CH3:2].[F:29][C:30]([Si](C)(C)C)([F:32])[F:31].CCCC[N+](CCCC)(CCCC)CCCC.[F-].Cl. (7) Given the product [NH2:25][C:22]1[CH:23]=[CH:24][C:19]([S:18][CH:13]([CH2:12][CH2:11][N:8]2[C:7](=[O:28])[C:6]3[CH:29]=[C:2]([CH3:1])[CH:3]=[CH:4][C:5]=3[N:10]=[N:9]2)[C:14]([O:16][CH3:17])=[O:15])=[CH:20][CH:21]=1, predict the reactants needed to synthesize it. The reactants are: [CH3:1][C:2]1[CH:3]=[CH:4][C:5]2[N:10]=[N:9][N:8]([CH2:11][CH2:12][CH:13]([S:18][C:19]3[CH:24]=[CH:23][C:22]([N+:25]([O-])=O)=[CH:21][CH:20]=3)[C:14]([O:16][CH3:17])=[O:15])[C:7](=[O:28])[C:6]=2[CH:29]=1.CO.[H][H]. (8) Given the product [CH3:35][N:12]([CH2:11][C:7]1[CH:6]=[C:5]2[C:10](=[CH:9][CH:8]=1)[N:2]([CH3:1])[CH:3]=[CH:4]2)[NH:13][C:14]([C:16]1[S:20][C:19]([C:21]2[CH:26]=[CH:25][C:24]([Cl:27])=[CH:23][C:22]=2[O:28][CH3:29])=[N:18][C:17]=1[CH3:30])=[O:15], predict the reactants needed to synthesize it. The reactants are: [CH3:1][N:2]1[C:10]2[C:5](=[CH:6][C:7]([CH2:11][NH:12][NH:13][C:14]([C:16]3[S:20][C:19]([C:21]4[CH:26]=[CH:25][C:24]([Cl:27])=[CH:23][C:22]=4[O:28][CH3:29])=[N:18][C:17]=3[CH3:30])=[O:15])=[CH:8][CH:9]=2)[CH:4]=[CH:3]1.C=O.B.N1C=CC=C[CH:35]=1.Cl.[OH-].[Na+].